Dataset: Forward reaction prediction with 1.9M reactions from USPTO patents (1976-2016). Task: Predict the product of the given reaction. Given the reactants S(O[CH2:6][CH:7]1[CH2:12][CH2:11][N:10]([C:13]([O:15][C:16]([CH3:19])([CH3:18])[CH3:17])=[O:14])[CH2:9][CH2:8]1)(=O)(=O)C.[CH3:20][N:21]1[CH2:26][CH2:25][NH:24][CH2:23][CH2:22]1, predict the reaction product. The product is: [C:16]([O:15][C:13]([N:10]1[CH2:11][CH2:12][CH:7]([CH2:6][N:24]2[CH2:25][CH2:26][N:21]([CH3:20])[CH2:22][CH2:23]2)[CH2:8][CH2:9]1)=[O:14])([CH3:19])([CH3:18])[CH3:17].